Task: Binary classification across 12 toxicity assays.. Dataset: Tox21: 12 toxicity assays (nuclear receptors and stress response pathways) (1) The molecule is Clc1cnc(Oc2ccc(Oc3ncc(Cl)cc3Cl)cc2)c(Cl)c1. It tested positive (active) for: SR-MMP (Mitochondrial Membrane Potential disruption). (2) The drug is O=[N+]([O-])c1cc(Cl)c(Cl)cc1Cl. It tested positive (active) for: SR-ARE (Antioxidant Response Element (oxidative stress)). (3) The compound is CCC(C)(C)c1cc(O)c(C(C)(C)CC)cc1O. It tested positive (active) for: SR-ARE (Antioxidant Response Element (oxidative stress)), and SR-MMP (Mitochondrial Membrane Potential disruption). (4) The drug is Cc1ccc(Nc2ccc(O)c3c2C(=O)c2ccccc2C3=O)cc1. It tested positive (active) for: NR-AhR (Aryl hydrocarbon Receptor agonist activity), and SR-ARE (Antioxidant Response Element (oxidative stress)). (5) The molecule is CC(C)CC(=O)CC(C)C. It tested positive (active) for: NR-ER (Estrogen Receptor agonist activity). (6) The drug is Oc1ccc(Cl)c2c1CCC2. It tested positive (active) for: SR-MMP (Mitochondrial Membrane Potential disruption).